This data is from Reaction yield outcomes from USPTO patents with 853,638 reactions. The task is: Predict the reaction yield, written as a fraction of the theoretical maximum amount of product (1.0 means a 100% yield; for example, 0.34 means a 34% yield). (1) The reactants are [NH2:1][C:2]1[S:3][C:4]2[CH:10]=[C:9]([CH2:11][OH:12])[CH:8]=[CH:7][C:5]=2[N:6]=1.C(N(CC)CC)C.CNC1(NC)C=CN=CC1.[C:30]1([CH3:39])[CH:35]=[CH:34][C:33]([C:36](Cl)=[O:37])=[CH:32][CH:31]=1.[OH-].[Na+]. The catalyst is O1CCCC1. The product is [OH:12][CH2:11][C:9]1[CH:8]=[CH:7][C:5]2[NH:6][C:2](=[N:1][C:36](=[O:37])[C:33]3[CH:34]=[CH:35][C:30]([CH3:39])=[CH:31][CH:32]=3)[S:3][C:4]=2[CH:10]=1. The yield is 0.550. (2) The yield is 0.770. The product is [Cl:1][C:2]1[N:7]=[C:6]([C:8]2[N:38]3[CH:39]=[CH:40][CH:41]=[CH:42][C:37]3=[N:36][C:9]=2[C:11]2[CH:12]=[C:13]([CH:25]=[CH:26][CH:27]=2)[C:14]([NH:16][C:17]2[C:22]([F:23])=[CH:21][CH:20]=[CH:19][C:18]=2[F:24])=[O:15])[CH:5]=[CH:4][N:3]=1. The catalyst is C(Cl)Cl.CCOC(C)=O. The reactants are [Cl:1][C:2]1[N:7]=[C:6](/[CH:8]=[C:9](\[C:11]2[CH:12]=[C:13]([CH:25]=[CH:26][CH:27]=2)[C:14]([NH:16][C:17]2[C:22]([F:23])=[CH:21][CH:20]=[CH:19][C:18]=2[F:24])=[O:15])/O)[CH:5]=[CH:4][N:3]=1.C1C(=O)N(Br)C(=O)C1.[NH2:36][C:37]1[CH:42]=[CH:41][CH:40]=[CH:39][N:38]=1.C([O-])(O)=O.[Na+]. (3) The reactants are [CH2:1]([O:3][CH2:4][N:5]1[CH:9]=[CH:8][N:7]=[C:6]1[Sn](CCCC)(CCCC)CCCC)[CH3:2].Br[C:24]1[S:25][CH:26]=[CH:27][N:28]=1.C([O-])(O)=O.[Na+]. The catalyst is C1(C)C=CC=CC=1.C1C=CC([P]([Pd]([P](C2C=CC=CC=2)(C2C=CC=CC=2)C2C=CC=CC=2)([P](C2C=CC=CC=2)(C2C=CC=CC=2)C2C=CC=CC=2)[P](C2C=CC=CC=2)(C2C=CC=CC=2)C2C=CC=CC=2)(C2C=CC=CC=2)C2C=CC=CC=2)=CC=1. The product is [CH2:1]([O:3][CH2:4][N:5]1[CH:9]=[CH:8][N:7]=[C:6]1[C:24]1[S:25][CH:26]=[CH:27][N:28]=1)[CH3:2]. The yield is 0.260.